This data is from Reaction yield outcomes from USPTO patents with 853,638 reactions. The task is: Predict the reaction yield, written as a fraction of the theoretical maximum amount of product (1.0 means a 100% yield; for example, 0.34 means a 34% yield). (1) The reactants are [N:1]([CH2:4][C@@H:5]1[CH2:9][C@@H:8]([S:10][C:11]([C:24]2[CH:29]=[CH:28][CH:27]=[CH:26][CH:25]=2)([C:18]2[CH:23]=[CH:22][CH:21]=[CH:20][CH:19]=2)[C:12]2[CH:17]=[CH:16][CH:15]=[CH:14][CH:13]=2)[CH2:7][N:6]1[S:30]([C:33]1[CH:42]=[CH:41][C:40]2[C:35](=[CH:36][CH:37]=[CH:38][CH:39]=2)[CH:34]=1)(=[O:32])=[O:31])=[N+]=[N-].C1(P(C2C=CC=CC=2)C2C=CC=CC=2)C=CC=CC=1. The catalyst is C1COCC1.O.CCOC(C)=O. The product is [CH:34]1[C:35]2[C:40](=[CH:39][CH:38]=[CH:37][CH:36]=2)[CH:41]=[CH:42][C:33]=1[S:30]([N:6]1[CH2:7][C@H:8]([S:10][C:11]([C:12]2[CH:13]=[CH:14][CH:15]=[CH:16][CH:17]=2)([C:18]2[CH:19]=[CH:20][CH:21]=[CH:22][CH:23]=2)[C:24]2[CH:29]=[CH:28][CH:27]=[CH:26][CH:25]=2)[CH2:9][C@H:5]1[CH2:4][NH2:1])(=[O:32])=[O:31]. The yield is 0.990. (2) The reactants are [Cl:1][C:2]1[CH:7]=[CH:6][C:5]([S:8]([NH:11][CH2:12][C:13]2[CH:22]=[CH:21][C:16]([C:17]([O:19][CH3:20])=[O:18])=[CH:15][CH:14]=2)(=[O:10])=[O:9])=[CH:4][CH:3]=1.[CH3:23][O:24][C:25]1[CH:32]=[CH:31][C:28]([CH2:29]Br)=[CH:27][CH:26]=1. No catalyst specified. The product is [CH3:23][O:24][C:25]1[CH:32]=[CH:31][C:28]([CH2:29][N:11]([CH2:12][C:13]2[CH:14]=[CH:15][C:16]([C:17]([O:19][CH3:20])=[O:18])=[CH:21][CH:22]=2)[S:8]([C:5]2[CH:6]=[CH:7][C:2]([Cl:1])=[CH:3][CH:4]=2)(=[O:10])=[O:9])=[CH:27][CH:26]=1. The yield is 0.920. (3) The reactants are C(OC(=O)[NH:7][CH2:8][CH2:9][CH2:10][N:11]([CH:21]([C:24]1[N:29]([CH2:30][C:31]2[CH:36]=[CH:35][CH:34]=[CH:33][CH:32]=2)[C:28](=[O:37])[C:27]2=[CH:38][CH:39]=[C:40]([Cl:41])[N:26]2[N:25]=1)[CH2:22][CH3:23])[C:12](=[O:20])[C:13]1[CH:18]=[CH:17][C:16]([CH3:19])=[CH:15][CH:14]=1)(C)(C)C.Cl. The catalyst is O1CCOCC1. The product is [ClH:41].[NH2:7][CH2:8][CH2:9][CH2:10][N:11]([CH:21]([C:24]1[N:29]([CH2:30][C:31]2[CH:36]=[CH:35][CH:34]=[CH:33][CH:32]=2)[C:28](=[O:37])[C:27]2=[CH:38][CH:39]=[C:40]([Cl:41])[N:26]2[N:25]=1)[CH2:22][CH3:23])[C:12](=[O:20])[C:13]1[CH:18]=[CH:17][C:16]([CH3:19])=[CH:15][CH:14]=1. The yield is 0.910.